This data is from NCI-60 drug combinations with 297,098 pairs across 59 cell lines. The task is: Regression. Given two drug SMILES strings and cell line genomic features, predict the synergy score measuring deviation from expected non-interaction effect. (1) Drug 2: C1CN(P(=O)(OC1)NCCCl)CCCl. Synergy scores: CSS=38.1, Synergy_ZIP=-3.09, Synergy_Bliss=-3.24, Synergy_Loewe=-57.0, Synergy_HSA=-1.17. Cell line: HCT116. Drug 1: C1C(C(OC1N2C=C(C(=O)NC2=O)F)CO)O. (2) Drug 1: CC1=C2C(C(=O)C3(C(CC4C(C3C(C(C2(C)C)(CC1OC(=O)C(C(C5=CC=CC=C5)NC(=O)OC(C)(C)C)O)O)OC(=O)C6=CC=CC=C6)(CO4)OC(=O)C)O)C)O. Drug 2: CC1C(C(CC(O1)OC2CC(CC3=C2C(=C4C(=C3O)C(=O)C5=C(C4=O)C(=CC=C5)OC)O)(C(=O)CO)O)N)O.Cl. Cell line: NCI-H460. Synergy scores: CSS=44.9, Synergy_ZIP=0.414, Synergy_Bliss=-0.273, Synergy_Loewe=-1.83, Synergy_HSA=2.50. (3) Synergy scores: CSS=29.0, Synergy_ZIP=1.75, Synergy_Bliss=0.796, Synergy_Loewe=-34.1, Synergy_HSA=-0.527. Cell line: K-562. Drug 1: C1CC(=O)NC(=O)C1N2C(=O)C3=CC=CC=C3C2=O. Drug 2: CC1C(C(CC(O1)OC2CC(CC3=C2C(=C4C(=C3O)C(=O)C5=CC=CC=C5C4=O)O)(C(=O)C)O)N)O.